This data is from Reaction yield outcomes from USPTO patents with 853,638 reactions. The task is: Predict the reaction yield, written as a fraction of the theoretical maximum amount of product (1.0 means a 100% yield; for example, 0.34 means a 34% yield). (1) The reactants are [C:1]1([C@@:7]23[CH2:13][C@@H:10]([CH2:11][CH2:12]2)[O:9][C:8]3=[O:14])[CH:6]=[CH:5][CH:4]=[CH:3][CH:2]=1.Cl.[CH3:16][OH:17]. The catalyst is O1CCOCC1. The product is [OH:17][C@@H:16]1[CH2:11][CH2:12][C@:7]([C:1]2[CH:6]=[CH:5][CH:4]=[CH:3][CH:2]=2)([C:8]([O:9][CH3:10])=[O:14])[CH2:13]1. The yield is 0.590. (2) The reactants are [C:1]([O:5]/[CH:6]=[CH:7]\[C:8]1[CH:13]=[CH:12][C:11]([CH3:14])=[CH:10][N:9]=1)([CH3:4])([CH3:3])[CH3:2].[N+](=[CH:17][C:18]([O:20][CH2:21][CH3:22])=[O:19])=[N-]. The catalyst is C1(C)C=CC=CC=1.S([O-])([O-])(=O)=O.[Cu+2]. The product is [C:1]([O:5][CH:6]1[CH:7]([C:8]2[CH:13]=[CH:12][C:11]([CH3:14])=[CH:10][N:9]=2)[CH:17]1[C:18]([O:20][CH2:21][CH3:22])=[O:19])([CH3:4])([CH3:3])[CH3:2]. The yield is 0.340. (3) The product is [CH2:6]([O:5][C:3]([C:2]1[C:1](=[O:8])[O:32][C:27]([C:28]([F:29])([F:30])[F:31])=[CH:26][CH:25]=1)=[O:4])[CH3:7]. The reactants are [C:1](OCC)(=[O:8])[CH2:2][C:3]([O:5][CH2:6][CH3:7])=[O:4].[Cl-].[Mg+2].[Cl-].C(N(CC)CC)C.C(O[CH:25]=[CH:26][C:27](=[O:32])[C:28]([F:31])([F:30])[F:29])C.Cl. The catalyst is C(#N)C. The yield is 0.670. (4) The reactants are [F:1][C:2]1[CH:7]=[CH:6][CH:5]=[CH:4][C:3]=1[C:8]([N:10]1[CH2:15][CH2:14][CH:13]([O:16][C:17]2[C:22]([CH3:23])=[CH:21][C:20]([N+:24]([O-])=O)=[CH:19][N:18]=2)[CH2:12][CH2:11]1)=[O:9]. The catalyst is [Pd].C(O)C. The product is [NH2:24][C:20]1[CH:21]=[C:22]([CH3:23])[C:17]([O:16][CH:13]2[CH2:14][CH2:15][N:10]([C:8]([C:3]3[CH:4]=[CH:5][CH:6]=[CH:7][C:2]=3[F:1])=[O:9])[CH2:11][CH2:12]2)=[N:18][CH:19]=1. The yield is 0.500. (5) The reactants are Cl[CH2:2][C:3]1[S:7][C:6]([NH:8][C:9](=[O:31])[CH2:10][N:11]2[CH:15]=[C:14]([O:16][C:17]3[C:26]4[C:21](=[CH:22][C:23]([O:29][CH3:30])=[C:24]([O:27][CH3:28])[CH:25]=4)[N:20]=[CH:19][N:18]=3)[CH:13]=[N:12]2)=[N:5][CH:4]=1.[CH:32]1([NH2:35])[CH2:34][CH2:33]1. No catalyst specified. The product is [CH:32]1([NH:35][CH2:2][C:3]2[S:7][C:6]([NH:8][C:9](=[O:31])[CH2:10][N:11]3[CH:15]=[C:14]([O:16][C:17]4[C:26]5[C:21](=[CH:22][C:23]([O:29][CH3:30])=[C:24]([O:27][CH3:28])[CH:25]=5)[N:20]=[CH:19][N:18]=4)[CH:13]=[N:12]3)=[N:5][CH:4]=2)[CH2:34][CH2:33]1. The yield is 0.620. (6) The reactants are C(OC(=O)C)(=O)C.[CH3:8][O:9][C:10]1[CH:18]=[CH:17][CH:16]=[C:12]([C:13]([OH:15])=O)[C:11]=1[C:19]([OH:21])=[O:20]. The catalyst is O1CCCC1. The product is [CH3:8][O:9][C:10]1[CH:18]=[CH:17][CH:16]=[C:12]2[C:13]([O:21][C:19](=[O:20])[C:11]=12)=[O:15]. The yield is 0.990. (7) The reactants are [Cl-].O[NH3+:3].[C:4](=[O:7])([O-])[OH:5].[Na+].CS(C)=O.[CH2:13]([C:17]1[N:18]=[C:19]([CH3:49])[N:20]([C:39]2[CH:44]=[CH:43][CH:42]=[C:41]([C:45]([OH:48])([CH3:47])[CH3:46])[CH:40]=2)[C:21](=[O:38])[C:22]=1[CH2:23][C:24]1[CH:29]=[CH:28][C:27]([C:30]2[C:31]([C:36]#[N:37])=[CH:32][CH:33]=[CH:34][CH:35]=2)=[CH:26][CH:25]=1)[CH2:14][CH2:15][CH3:16]. The catalyst is O.C(OCC)(=O)C. The product is [CH2:13]([C:17]1[N:18]=[C:19]([CH3:49])[N:20]([C:39]2[CH:44]=[CH:43][CH:42]=[C:41]([C:45]([OH:48])([CH3:47])[CH3:46])[CH:40]=2)[C:21](=[O:38])[C:22]=1[CH2:23][C:24]1[CH:25]=[CH:26][C:27]([C:30]2[CH:35]=[CH:34][CH:33]=[CH:32][C:31]=2[C:36]2[NH:3][C:4](=[O:7])[O:5][N:37]=2)=[CH:28][CH:29]=1)[CH2:14][CH2:15][CH3:16]. The yield is 0.540. (8) The reactants are [CH3:1][C:2]1[CH2:3][C:4]([C:13]([O:15][CH3:16])=[O:14])=[C:5]([C:9]([O:11][CH3:12])=[O:10])[CH2:6][C:7]=1[CH3:8].ClC1C(=O)C(C#N)=C(C#N)C(=O)C=1Cl. The product is [CH3:1][C:2]1[CH:3]=[C:4]([C:13]([O:15][CH3:16])=[O:14])[C:5]([C:9]([O:11][CH3:12])=[O:10])=[CH:6][C:7]=1[CH3:8]. The yield is 0.650. The catalyst is ClC1C=CC=CC=1. (9) The reactants are F[C:2]1[CH:9]=[CH:8][C:5]([C:6]#[N:7])=[CH:4][C:3]=1[CH3:10].[NH:11]1[CH2:16][CH2:15][NH:14][CH2:13][CH2:12]1.O. The catalyst is CS(C)=O. The product is [CH3:10][C:3]1[CH:4]=[C:5]([CH:8]=[CH:9][C:2]=1[N:11]1[CH2:16][CH2:15][NH:14][CH2:13][CH2:12]1)[C:6]#[N:7]. The yield is 0.696.